This data is from Catalyst prediction with 721,799 reactions and 888 catalyst types from USPTO. The task is: Predict which catalyst facilitates the given reaction. (1) Reactant: [C:1]([O:20][CH2:21][CH:22]([O:25][CH2:26][C:27](OC(C)(C)C)=[O:28])[CH:23]=[CH2:24])([C:14]1[CH:19]=[CH:18][CH:17]=[CH:16][CH:15]=1)([C:8]1[CH:13]=[CH:12][CH:11]=[CH:10][CH:9]=1)[C:2]1[CH:7]=[CH:6][CH:5]=[CH:4][CH:3]=1.CC(C[AlH]CC(C)C)C.Cl. Product: [C:1]([O:20][CH2:21][CH:22]([O:25][CH2:26][CH:27]=[O:28])[CH:23]=[CH2:24])([C:8]1[CH:9]=[CH:10][CH:11]=[CH:12][CH:13]=1)([C:14]1[CH:19]=[CH:18][CH:17]=[CH:16][CH:15]=1)[C:2]1[CH:3]=[CH:4][CH:5]=[CH:6][CH:7]=1. The catalyst class is: 2. (2) Reactant: [CH3:1][C:2]1[S:6][C:5]([NH2:7])=[N:4][CH:3]=1.O=C(Cl)[O:10][C:11](Cl)(Cl)Cl.C(N(C(C)C)CC)(C)C.[F:25][C:26]1[CH:27]=[C:28]([CH:32]=[CH:33][CH:34]=1)[CH2:29][NH:30][CH3:31]. Product: [F:25][C:26]1[CH:27]=[C:28]([CH:32]=[CH:33][CH:34]=1)[CH2:29][N:30]([CH3:31])[C:11]([NH:7][C:5]1[S:6][C:2]([CH3:1])=[CH:3][N:4]=1)=[O:10]. The catalyst class is: 4. (3) Reactant: C[O:2][C:3]1[CH:4]=[C:5]2[C:10](=[CH:11][CH:12]=1)[C:9](=[O:13])[N:8]([C:14]1[CH:19]=[CH:18][C:17]([O:20]C)=[CH:16][CH:15]=1)[CH:7]=[C:6]2[C:22]1[CH:27]=[CH:26][CH:25]=[CH:24][CH:23]=1.C(Cl)Cl.B(Br)(Br)Br. Product: [OH:2][C:3]1[CH:4]=[C:5]2[C:10](=[CH:11][CH:12]=1)[C:9](=[O:13])[N:8]([C:14]1[CH:15]=[CH:16][C:17]([OH:20])=[CH:18][CH:19]=1)[CH:7]=[C:6]2[C:22]1[CH:27]=[CH:26][CH:25]=[CH:24][CH:23]=1. The catalyst class is: 6. (4) Reactant: [CH:1]1([N:7]([CH3:29])[C:8]([C:10]2[CH:11]=[N:12][N:13]([C:18]3[CH:28]=[CH:27][C:21]([C:22]([O:24]CC)=[O:23])=[CH:20][CH:19]=3)[C:14]=2[CH2:15][CH2:16][CH3:17])=[O:9])[CH2:6][CH2:5][CH2:4][CH2:3][CH2:2]1.[OH-].[Na+]. Product: [CH:1]1([N:7]([CH3:29])[C:8]([C:10]2[CH:11]=[N:12][N:13]([C:18]3[CH:19]=[CH:20][C:21]([C:22]([OH:24])=[O:23])=[CH:27][CH:28]=3)[C:14]=2[CH2:15][CH2:16][CH3:17])=[O:9])[CH2:6][CH2:5][CH2:4][CH2:3][CH2:2]1. The catalyst class is: 5.